This data is from Forward reaction prediction with 1.9M reactions from USPTO patents (1976-2016). The task is: Predict the product of the given reaction. (1) Given the reactants ClCCl.[OH:4][CH2:5][C:6]1[N:11]=[C:10]([CH2:12][CH2:13][CH2:14][CH2:15][C:16]([O:18][C:19]([CH3:22])([CH3:21])[CH3:20])=[O:17])[CH:9]=[CH:8][CH:7]=1.C(N(C(C)C)CC)(C)C.[CH3:32][S:33](Cl)(=[O:35])=[O:34], predict the reaction product. The product is: [CH3:32][S:33]([O:4][CH2:5][C:6]1[N:11]=[C:10]([CH2:12][CH2:13][CH2:14][CH2:15][C:16]([O:18][C:19]([CH3:22])([CH3:21])[CH3:20])=[O:17])[CH:9]=[CH:8][CH:7]=1)(=[O:35])=[O:34]. (2) The product is: [N:1]1([CH2:6][CH2:7][CH2:8][O:9][C:10]2[CH:15]=[CH:14][C:13]([C:16]3([C:22](=[S:25])[NH2:23])[CH2:17][CH2:18][O:19][CH2:20][CH2:21]3)=[CH:12][CH:11]=2)[CH2:5][CH2:4][CH2:3][CH2:2]1. Given the reactants [N:1]1([CH2:6][CH2:7][CH2:8][O:9][C:10]2[CH:15]=[CH:14][C:13]([C:16]3([C:22]#[N:23])[CH2:21][CH2:20][O:19][CH2:18][CH2:17]3)=[CH:12][CH:11]=2)[CH2:5][CH2:4][CH2:3][CH2:2]1.P([O-])(OCC)(SCC)=[S:25].C([O-])(O)=O.[Na+], predict the reaction product. (3) Given the reactants [C:1]([NH:5][C:6]1[C:11]([C:12]2[N:16]([C:17]3[CH:22]=[CH:21][C:20]([CH2:23][CH3:24])=[C:19]([F:25])[C:18]=3[F:26])[N:15]=[N:14][N:13]=2)=[CH:10][CH:9]=[CH:8][N:7]=1)([CH3:4])([CH3:3])[CH3:2].C1C(=O)N([Br:34])C(=O)C1, predict the reaction product. The product is: [C:1]([NH:5][C:6]1[C:11]([C:12]2[N:16]([C:17]3[CH:22]=[CH:21][C:20]([CH2:23][CH3:24])=[C:19]([F:25])[C:18]=3[F:26])[N:15]=[N:14][N:13]=2)=[CH:10][C:9]([Br:34])=[CH:8][N:7]=1)([CH3:2])([CH3:4])[CH3:3]. (4) Given the reactants [O:1]1[C:5]2[CH:6]=[CH:7][CH:8]=[CH:9][C:4]=2[CH2:3][CH2:2]1.[N+:10]([O-])([OH:12])=[O:11], predict the reaction product. The product is: [N+:10]([C:8]1[CH:7]=[CH:6][C:5]2[O:1][CH2:2][CH2:3][C:4]=2[CH:9]=1)([O-:12])=[O:11]. (5) Given the reactants [OH-].[K+].[CH3:3][O:4][C:5]1[CH:6]=[CH:7][C:8]2[N:9]([N:11]=[C:12]([C:25]3[CH:30]=[CH:29][C:28]([C:31]([F:34])([F:33])[F:32])=[CH:27][CH:26]=3)[C:13]=2[CH2:14][C:15]2[N:20]=[C:19]([C:21]([O:23]C)=[O:22])[CH:18]=[CH:17][CH:16]=2)[CH:10]=1.Cl, predict the reaction product. The product is: [CH3:3][O:4][C:5]1[CH:6]=[CH:7][C:8]2[N:9]([N:11]=[C:12]([C:25]3[CH:26]=[CH:27][C:28]([C:31]([F:33])([F:34])[F:32])=[CH:29][CH:30]=3)[C:13]=2[CH2:14][C:15]2[N:20]=[C:19]([C:21]([OH:23])=[O:22])[CH:18]=[CH:17][CH:16]=2)[CH:10]=1. (6) Given the reactants [NH2:1][C:2]1[CH:10]=[C:9]([C:11]([CH3:14])([CH3:13])[CH3:12])[CH:8]=[CH:7][C:3]=1[C:4]([OH:6])=O.[CH3:15][C:16]1[C:21]([B:22]2[O:26][C:25]([CH3:28])([CH3:27])[C:24]([CH3:30])([CH3:29])[O:23]2)=[CH:20][CH:19]=[CH:18][C:17]=1[NH2:31].[CH3:32]OC(OC)OC, predict the reaction product. The product is: [C:11]([C:9]1[CH:10]=[C:2]2[C:3]([C:4](=[O:6])[N:31]([C:17]3[CH:18]=[CH:19][CH:20]=[C:21]([B:22]4[O:26][C:25]([CH3:27])([CH3:28])[C:24]([CH3:30])([CH3:29])[O:23]4)[C:16]=3[CH3:15])[CH:32]=[N:1]2)=[CH:7][CH:8]=1)([CH3:14])([CH3:13])[CH3:12]. (7) The product is: [F:24][C:25]([F:34])([F:35])[C:26]1[CH:33]=[CH:32][C:29]([CH2:30][N:2]2[C@@H:3]([C:8]([NH:10][C:11]3([C:14]4[CH:15]=[CH:16][C:17]([C:18]([O:20][CH3:21])=[O:19])=[CH:22][CH:23]=4)[CH2:12][CH2:13]3)=[O:9])[CH2:4][CH2:5][CH:6]3[CH:1]2[CH2:7]3)=[CH:28][CH:27]=1. Given the reactants [CH:1]12[CH2:7][CH:6]1[CH2:5][CH2:4][C@H:3]([C:8]([NH:10][C:11]1([C:14]3[CH:23]=[CH:22][C:17]([C:18]([O:20][CH3:21])=[O:19])=[CH:16][CH:15]=3)[CH2:13][CH2:12]1)=[O:9])[NH:2]2.[F:24][C:25]([F:35])([F:34])[C:26]1[CH:33]=[CH:32][C:29]([CH2:30]Br)=[CH:28][CH:27]=1.C([O-])([O-])=O.[Cs+].[Cs+], predict the reaction product. (8) Given the reactants Br[C:2]1[CH:9]=[CH:8][C:5]([CH:6]=[O:7])=[CH:4][CH:3]=1.O[C:11]1[CH:20]=[CH:19][C:14]([C:15]([O:17][CH3:18])=[O:16])=[CH:13][CH:12]=1.C(=O)([O-])[O-:22].[K+].[K+].C(Cl)Cl, predict the reaction product. The product is: [C:6](=[C:5]1[CH:8]=[CH:9][CH:2]=[C:3]([O:22][C:12]2[CH:13]=[C:14]([CH:19]=[CH:20][CH:11]=2)[C:15]([O:17][CH3:18])=[O:16])[CH2:4]1)=[O:7]. (9) Given the reactants [CH3:1][N:2]1[C:8]2[CH:9]=[CH:10][CH:11]=[CH:12][C:7]=2[CH2:6][N:5]([C:13](=[O:30])[CH2:14][C@H:15]([NH:26]C(=O)O)[CH2:16][C:17]2[CH:22]=[C:21]([F:23])[C:20]([F:24])=[CH:19][C:18]=2[F:25])[CH2:4][C:3]1=[O:31].[F:32][C:33]([F:38])([F:37])[C:34]([OH:36])=[O:35], predict the reaction product. The product is: [F:32][C:33]([F:38])([F:37])[C:34]([OH:36])=[O:35].[NH2:26][C@H:15]([CH2:16][C:17]1[CH:22]=[C:21]([F:23])[C:20]([F:24])=[CH:19][C:18]=1[F:25])[CH2:14][C:13]([N:5]1[CH2:6][C:7]2[CH:12]=[CH:11][CH:10]=[CH:9][C:8]=2[N:2]([CH3:1])[C:3](=[O:31])[CH2:4]1)=[O:30]. (10) Given the reactants [CH2:1]([O:3][C:4]1[CH:9]=[CH:8][CH:7]=[CH:6][C:5]=1[NH:10]N)[CH3:2].Cl.[NH:13]1[CH2:18][CH2:17][C:16](=O)[CH2:15][CH2:14]1.Cl.O, predict the reaction product. The product is: [CH2:1]([O:3][C:4]1[C:5]2[NH:10][C:16]3[CH2:17][CH2:18][NH:13][CH2:14][C:15]=3[C:6]=2[CH:7]=[CH:8][CH:9]=1)[CH3:2].